From a dataset of Full USPTO retrosynthesis dataset with 1.9M reactions from patents (1976-2016). Predict the reactants needed to synthesize the given product. (1) Given the product [CH2:25]([S:24]/[C:23](=[N:27]\[C@H:28]([CH:33]([CH3:34])[CH3:35])[C:29]([O:31][CH3:32])=[O:30])/[C:21]1[O:20][N:19]=[C:18]([C:15]2[CH:16]=[CH:17][C:12]([NH:11][C:9]([NH:8][C:3]3[CH:4]=[CH:5][CH:6]=[CH:7][C:2]=3[F:1])=[O:10])=[CH:13][CH:14]=2)[CH:22]=1)[CH3:26], predict the reactants needed to synthesize it. The reactants are: [F:1][C:2]1[CH:7]=[CH:6][CH:5]=[CH:4][C:3]=1[N:8]=[C:9]=[O:10].[NH2:11][C:12]1[CH:17]=[CH:16][C:15]([C:18]2[CH:22]=[C:21](/[C:23](=[N:27]/[C@H:28]([CH:33]([CH3:35])[CH3:34])[C:29]([O:31][CH3:32])=[O:30])/[S:24][CH2:25][CH3:26])[O:20][N:19]=2)=[CH:14][CH:13]=1. (2) Given the product [NH2:1][C@@H:2]([CH2:3][CH2:4][C:5]([O:7][CH2:11][C:12]1[CH:17]=[CH:16][CH:15]=[CH:14][CH:13]=1)=[O:6])[C:8]([OH:10])=[O:9], predict the reactants needed to synthesize it. The reactants are: [NH2:1][C@H:2]([C:8]([OH:10])=[O:9])[CH2:3][CH2:4][C:5]([OH:7])=[O:6].[CH2:11](O)[C:12]1[CH:17]=[CH:16][CH:15]=[CH:14][CH:13]=1.CS(O)(=O)=O.O. (3) Given the product [Br:1][C:2]1[C:3]([S:11][C:12]2[N:13]=[C:14]3[C:19]([N:20]=2)=[C:18]([NH2:21])[N:17]=[CH:16][N:15]3[CH2:23][CH2:24][C:25]2[CH:30]=[CH:29][CH:28]=[C:27]([N+:31]([O-:33])=[O:32])[CH:26]=2)=[CH:4][C:5]2[O:9][CH2:8][O:7][C:6]=2[CH:10]=1, predict the reactants needed to synthesize it. The reactants are: [Br:1][C:2]1[C:3]([S:11][C:12]2[NH:13][C:14]3[C:19]([N:20]=2)=[C:18]([NH2:21])[N:17]=[CH:16][N:15]=3)=[CH:4][C:5]2[O:9][CH2:8][O:7][C:6]=2[CH:10]=1.Br[CH2:23][CH2:24][C:25]1[CH:30]=[CH:29][CH:28]=[C:27]([N+:31]([O-:33])=[O:32])[CH:26]=1.